Dataset: TCR-epitope binding with 47,182 pairs between 192 epitopes and 23,139 TCRs. Task: Binary Classification. Given a T-cell receptor sequence (or CDR3 region) and an epitope sequence, predict whether binding occurs between them. (1) The epitope is EHPTFTSQYRIQGKL. The TCR CDR3 sequence is CATSRGAGFDEQYF. Result: 0 (the TCR does not bind to the epitope). (2) The epitope is LPAADLDDF. The TCR CDR3 sequence is CASSLVGLNTEAFF. Result: 1 (the TCR binds to the epitope). (3) The epitope is TLVPQEHYV. The TCR CDR3 sequence is CASSEGLGAGYEQYF. Result: 1 (the TCR binds to the epitope). (4) The epitope is KLSALGINAV. The TCR CDR3 sequence is CAISDTQGNTEAFF. Result: 0 (the TCR does not bind to the epitope). (5) The epitope is KLSYGIATV. The TCR CDR3 sequence is CSVAGLPSYEQYF. Result: 1 (the TCR binds to the epitope). (6) The epitope is GILGFVFTL. The TCR CDR3 sequence is CASSLLDGTRETQYF. Result: 0 (the TCR does not bind to the epitope).